Task: Predict the reactants needed to synthesize the given product.. Dataset: Full USPTO retrosynthesis dataset with 1.9M reactions from patents (1976-2016) (1) The reactants are: [C:1]1(=[O:8])[CH:6]=[CH:5][C:4](=[O:7])C=[CH:2]1.[CH:9]([Cl:12])(Cl)Cl.S(Cl)([Cl:16])(=O)=O.OS(O)(=O)=O. Given the product [Cl:16][C:2]1[C:1](=[O:8])[CH:6]=[CH:5][C:4](=[O:7])[C:9]=1[Cl:12], predict the reactants needed to synthesize it. (2) Given the product [CH2:16]([O:18][C:19]([C:20]1[C:12]2[C:11]([CH3:15])=[N:10][N:9]([C:6]3[CH:5]=[CH:4][C:3]([O:2][CH3:1])=[CH:8][CH:7]=3)[C:13]=2[N:14]=[C:22]([CH3:23])[CH:21]=1)=[O:26])[CH3:17], predict the reactants needed to synthesize it. The reactants are: [CH3:1][O:2][C:3]1[CH:8]=[CH:7][C:6]([N:9]2[C:13]([NH2:14])=[CH:12][C:11]([CH3:15])=[N:10]2)=[CH:5][CH:4]=1.[CH2:16]([O:18][C:19](=[O:26])[C:20](=O)[CH2:21][C:22](=O)[CH3:23])[CH3:17]. (3) Given the product [N:31]1[C:32]2[CH:38]=[CH:37][CH:36]=[CH:35][C:33]=2[NH:34][C:30]=1[CH2:29][NH:28][C:5]([C:8]1[CH:9]=[CH:10][C:11]2[NH:17][C@@H:16]([CH2:18][C:19]([O:21][CH3:22])=[O:20])[C:15](=[O:23])[N:14]([CH3:24])[CH2:13][C:12]=2[CH:25]=1)=[O:7], predict the reactants needed to synthesize it. The reactants are: C(Cl)CCl.[C:5]([C:8]1[CH:9]=[CH:10][C:11]2[NH:17][C@@H:16]([CH2:18][C:19]([O:21][CH3:22])=[O:20])[C:15](=[O:23])[N:14]([CH3:24])[CH2:13][C:12]=2[CH:25]=1)([OH:7])=O.Cl.Cl.[NH2:28][CH2:29][C:30]1[NH:31][C:32]2[CH:38]=[CH:37][CH:36]=[CH:35][C:33]=2[N:34]=1.C1C=CC2N(O)N=NC=2C=1.O.C(N(C(C)C)CC)(C)C. (4) The reactants are: CC1C=C(C)C=C(C)C=1S([O-])(=O)=O.[NH2:14][N+:15]1[CH:20]=[CH:19][C:18]([Br:21])=[CH:17][C:16]=1[NH2:22].[F:23][C:24]1[CH:25]=[C:26]([CH:30]=[CH:31][CH:32]=1)[C:27](Cl)=O. Given the product [Br:21][C:18]1[CH:19]=[CH:20][N:15]2[N:14]=[C:27]([C:26]3[CH:30]=[CH:31][CH:32]=[C:24]([F:23])[CH:25]=3)[N:22]=[C:16]2[CH:17]=1, predict the reactants needed to synthesize it.